From a dataset of Full USPTO retrosynthesis dataset with 1.9M reactions from patents (1976-2016). Predict the reactants needed to synthesize the given product. (1) Given the product [CH3:1][O:2][C:3]1[CH:8]=[CH:7][N:6]2[C:11]([C:12]([O:14][CH2:15][CH3:16])=[O:13])=[C:17]([CH3:19])[N:9]=[C:5]2[CH:4]=1, predict the reactants needed to synthesize it. The reactants are: [CH3:1][O:2][C:3]1[CH:8]=[CH:7][N:6]=[C:5]([NH2:9])[CH:4]=1.Cl[CH:11]([C:17]([CH3:19])=O)[C:12]([O:14][CH2:15][CH3:16])=[O:13]. (2) Given the product [CH2:44]([O:46][C:47](=[O:55])[CH2:48][C:49]1[N:50]=[C:51]([NH:54][C:8](=[O:10])[CH:7]([C:11]2[CH:16]=[CH:15][C:14]([N+:17]([O-:19])=[O:18])=[CH:13][CH:12]=2)[CH2:6][CH:1]2[CH2:2][CH2:3][CH2:4][CH2:5]2)[S:52][CH:53]=1)[CH3:45], predict the reactants needed to synthesize it. The reactants are: [CH:1]1([CH2:6][CH:7]([C:11]2[CH:16]=[CH:15][C:14]([N+:17]([O-:19])=[O:18])=[CH:13][CH:12]=2)[C:8]([OH:10])=O)[CH2:5][CH2:4][CH2:3][CH2:2]1.CN(C(ON1N=NC2C1=CC=CC=2)=[N+](C)C)C.F[P-](F)(F)(F)(F)F.[CH2:44]([O:46][C:47](=[O:55])[CH2:48][C:49]1[N:50]=[C:51]([NH2:54])[S:52][CH:53]=1)[CH3:45].C(N(CC)C(C)C)(C)C.Cl. (3) Given the product [ClH:11].[CH2:1]([S:3][C:9]([C:5]1[S:4][CH:8]=[CH:7][CH:6]=1)=[NH:10])[CH3:2], predict the reactants needed to synthesize it. The reactants are: [CH2:1]([SH:3])[CH3:2].[S:4]1[CH:8]=[CH:7][CH:6]=[C:5]1[C:9]#[N:10].[ClH:11].C(OCC)C. (4) Given the product [CH2:18]([CH:13]([CH2:14][CH2:15][CH2:16][CH3:17])[CH2:12][C:2]1[S:1][CH:5]=[CH:4][CH:3]=1)[CH3:19], predict the reactants needed to synthesize it. The reactants are: [S:1]1[CH:5]=[CH:4][CH:3]=[CH:2]1.C([Li])CCC.Br[CH2:12][CH:13]([CH2:18][CH3:19])[CH2:14][CH2:15][CH2:16][CH3:17]. (5) Given the product [Cl:18][C:19]1[N:20]=[C:21]([O:1][CH2:2][C@H:3]2[C@H:7]([CH3:8])[CH2:6][N:5]([C:9]([O:11][C:12]([CH3:14])([CH3:13])[CH3:15])=[O:10])[CH2:4]2)[C:22]2[CH:27]=[CH:26][N:25]([CH2:28][O:29][CH2:30][CH2:31][Si:32]([CH3:35])([CH3:34])[CH3:33])[C:23]=2[N:24]=1, predict the reactants needed to synthesize it. The reactants are: [OH:1][CH2:2][C@H:3]1[C@H:7]([CH3:8])[CH2:6][N:5]([C:9]([O:11][C:12]([CH3:15])([CH3:14])[CH3:13])=[O:10])[CH2:4]1.[H-].[Na+].[Cl:18][C:19]1[N:20]=[C:21](Cl)[C:22]2[CH:27]=[CH:26][N:25]([CH2:28][O:29][CH2:30][CH2:31][Si:32]([CH3:35])([CH3:34])[CH3:33])[C:23]=2[N:24]=1. (6) Given the product [CH3:31][O:32][CH2:2][CH2:3][CH2:4][S:5]([N:8]1[CH2:13][CH2:12][CH:11]([C:14]2[C:22]3[C:17](=[C:18]([C:28]([NH2:30])=[O:29])[CH:19]=[C:20]([C:23]4[S:24][CH:25]=[CH:26][CH:27]=4)[CH:21]=3)[NH:16][CH:15]=2)[CH2:10][CH2:9]1)(=[O:7])=[O:6], predict the reactants needed to synthesize it. The reactants are: Cl[CH2:2][CH2:3][CH2:4][S:5]([N:8]1[CH2:13][CH2:12][CH:11]([C:14]2[C:22]3[C:17](=[C:18]([C:28]([NH2:30])=[O:29])[CH:19]=[C:20]([C:23]4[S:24][CH:25]=[CH:26][CH:27]=4)[CH:21]=3)[NH:16][CH:15]=2)[CH2:10][CH2:9]1)(=[O:7])=[O:6].[CH3:31][O-:32].[Na+].